This data is from Peptide-MHC class I binding affinity with 185,985 pairs from IEDB/IMGT. The task is: Regression. Given a peptide amino acid sequence and an MHC pseudo amino acid sequence, predict their binding affinity value. This is MHC class I binding data. (1) The peptide sequence is LLASAQPLH. The MHC is HLA-A11:01 with pseudo-sequence HLA-A11:01. The binding affinity (normalized) is 0.437. (2) The peptide sequence is FGWIFSRL. The MHC is H-2-Kb with pseudo-sequence H-2-Kb. The binding affinity (normalized) is 0.809. (3) The peptide sequence is AITPTIEDDK. The binding affinity (normalized) is 0.428. The MHC is HLA-A03:01 with pseudo-sequence HLA-A03:01.